Dataset: Full USPTO retrosynthesis dataset with 1.9M reactions from patents (1976-2016). Task: Predict the reactants needed to synthesize the given product. Given the product [Si:13]([O:12][CH2:11][CH2:10][CH2:9][O:8][C:7]1[CH:6]=[CH:5][C:4]([C:20]2[CH:25]=[CH:24][C:23]([C:26]([O:28][CH2:29][CH3:30])=[O:27])=[CH:22][CH:21]=2)=[CH:3][C:2]=1[C:37]1[CH:38]=[CH:39][C:34]([N:33]([CH2:45][CH3:46])[CH2:31][CH3:32])=[C:35]([CH2:43][CH3:44])[CH:36]=1)([C:16]([CH3:19])([CH3:18])[CH3:17])([CH3:15])[CH3:14], predict the reactants needed to synthesize it. The reactants are: Br[C:2]1[CH:3]=[C:4]([C:20]2[CH:25]=[CH:24][C:23]([C:26]([O:28][CH2:29][CH3:30])=[O:27])=[CH:22][CH:21]=2)[CH:5]=[CH:6][C:7]=1[O:8][CH2:9][CH2:10][CH2:11][O:12][Si:13]([C:16]([CH3:19])([CH3:18])[CH3:17])([CH3:15])[CH3:14].[CH2:31]([N:33]([CH2:45][CH3:46])[C:34]1[CH:39]=[CH:38][C:37](B(O)O)=[CH:36][C:35]=1[CH2:43][CH3:44])[CH3:32].